Task: Predict the product of the given reaction.. Dataset: Forward reaction prediction with 1.9M reactions from USPTO patents (1976-2016) (1) Given the reactants [CH3:1][O:2][CH:3]([O:9][CH3:10])[CH2:4][C:5](OC)=[O:6].[CH2:11]1COC[CH2:12]1.C([Mg]Br)C, predict the reaction product. The product is: [CH3:1][O:2][CH:3]([O:9][CH3:10])[CH2:4][C:5]1([OH:6])[CH2:12][CH2:11]1. (2) Given the reactants [CH3:1][N:2]([CH3:16])[C:3]1[N:4]=[N:5][C:6](Cl)=[C:7]([C:9]2[CH:14]=[CH:13][CH:12]=[CH:11][CH:10]=2)[CH:8]=1.[CH:17]([C:19]1[CH:24]=[CH:23][C:22](B(O)O)=[CH:21][CH:20]=1)=[O:18].C([O-])([O-])=O.[Na+].[Na+], predict the reaction product. The product is: [CH3:1][N:2]([CH3:16])[C:3]1[N:4]=[N:5][C:6]([C:22]2[CH:23]=[CH:24][C:19]([CH:17]=[O:18])=[CH:20][CH:21]=2)=[C:7]([C:9]2[CH:14]=[CH:13][CH:12]=[CH:11][CH:10]=2)[CH:8]=1. (3) Given the reactants [N+:1]([C:4]1[CH:9]=[CH:8][C:7](F)=[CH:6][CH:5]=1)([O-:3])=[O:2].C(=O)([O-])[O-].[K+].[K+].[CH3:17][C:18]1[N:19]=[CH:20][NH:21][CH:22]=1, predict the reaction product. The product is: [N+:1]([C:4]1[CH:9]=[CH:8][C:7]([N:19]2[C:18]([CH3:17])=[CH:22][N:21]=[CH:20]2)=[CH:6][CH:5]=1)([O-:3])=[O:2].